This data is from Merck oncology drug combination screen with 23,052 pairs across 39 cell lines. The task is: Regression. Given two drug SMILES strings and cell line genomic features, predict the synergy score measuring deviation from expected non-interaction effect. (1) Cell line: DLD1. Drug 2: CC(C)CC(NC(=O)C(Cc1ccccc1)NC(=O)c1cnccn1)B(O)O. Drug 1: CCC1(O)CC2CN(CCc3c([nH]c4ccccc34)C(C(=O)OC)(c3cc4c(cc3OC)N(C)C3C(O)(C(=O)OC)C(OC(C)=O)C5(CC)C=CCN6CCC43C65)C2)C1. Synergy scores: synergy=9.73. (2) Drug 1: O=P1(N(CCCl)CCCl)NCCCO1. Drug 2: NC(=O)c1cccc2cn(-c3ccc(C4CCCNC4)cc3)nc12. Cell line: NCIH1650. Synergy scores: synergy=9.33. (3) Cell line: NCIH520. Drug 1: O=c1[nH]cc(F)c(=O)[nH]1. Drug 2: Cn1cc(-c2cnn3c(N)c(Br)c(C4CCCNC4)nc23)cn1. Synergy scores: synergy=18.3.